This data is from Full USPTO retrosynthesis dataset with 1.9M reactions from patents (1976-2016). The task is: Predict the reactants needed to synthesize the given product. (1) Given the product [CH2:14]([O:21][C:22](=[O:23])[NH:1][C:2]1[CH:3]=[C:4]2[C:9](=[CH:10][CH:11]=1)[CH:8]=[N:7][CH:6]=[CH:5]2)[C:15]1[CH:20]=[CH:19][CH:18]=[CH:17][CH:16]=1, predict the reactants needed to synthesize it. The reactants are: [NH2:1][C:2]1[CH:3]=[C:4]2[C:9](=[CH:10][CH:11]=1)[CH:8]=[N:7][CH:6]=[CH:5]2.[H-].[Na+].[CH2:14]([O:21][C:22](Cl)=[O:23])[C:15]1[CH:20]=[CH:19][CH:18]=[CH:17][CH:16]=1. (2) Given the product [F:37][C:32]1[CH:31]=[C:30]([C:22]2[CH:23]=[C:24]([C:26]([F:27])([F:29])[F:28])[N:25]=[C:20]([C:16]3[CH:15]=[C:14]([C:11]4[S:10][C:9]([S:6]([NH2:5])(=[O:7])=[O:8])=[CH:13][CH:12]=4)[CH:19]=[CH:18][CH:17]=3)[N:21]=2)[CH:35]=[CH:34][C:33]=1[F:36], predict the reactants needed to synthesize it. The reactants are: C([NH:5][S:6]([C:9]1[S:10][C:11]([C:14]2[CH:19]=[CH:18][CH:17]=[C:16]([C:20]3[N:25]=[C:24]([C:26]([F:29])([F:28])[F:27])[CH:23]=[C:22]([C:30]4[CH:35]=[CH:34][C:33]([F:36])=[C:32]([F:37])[CH:31]=4)[N:21]=3)[CH:15]=2)=[CH:12][CH:13]=1)(=[O:8])=[O:7])(C)(C)C.C(O)(C(F)(F)F)=O. (3) Given the product [CH3:1][O:2][C:3]1[CH:4]=[C:5]([CH:8]=[CH:9][CH:10]=1)[CH2:6][N:18]1[C:26]2[C:21](=[CH:22][CH:23]=[C:24]([CH2:27][C:28]([OH:30])=[O:29])[CH:25]=2)[CH:20]=[CH:19]1.[CH2:11]([N:18]1[C:26]2[C:21](=[CH:22][CH:23]=[C:24]([CH2:27][C:28]([OH:30])=[O:29])[CH:25]=2)[CH:20]=[CH:19]1)[C:12]1[CH:13]=[CH:14][CH:15]=[CH:16][CH:17]=1, predict the reactants needed to synthesize it. The reactants are: [CH3:1][O:2][C:3]1[CH:4]=[C:5]([CH:8]=[CH:9][CH:10]=1)[CH2:6]Cl.[CH2:11]([N:18]1[C:26]2[C:21](=[CH:22][CH:23]=[C:24]([CH2:27][C:28]([OH:30])=[O:29])[CH:25]=2)[CH:20]=[CH:19]1)[C:12]1[CH:17]=[CH:16][CH:15]=[CH:14][CH:13]=1. (4) Given the product [CH3:1][O:2][CH:3]([O:13][CH3:14])[C:4]1[N:5]=[CH:6][C:7]([CH2:8][OH:9])=[CH:11][CH:12]=1, predict the reactants needed to synthesize it. The reactants are: [CH3:1][O:2][CH:3]([O:13][CH3:14])[C:4]1[CH:12]=[CH:11][C:7]([C:8](O)=[O:9])=[CH:6][N:5]=1. (5) Given the product [Cl:18][C:19]1[CH:20]=[C:21]([CH:22]=[CH:23][CH:24]=1)[CH2:25][C:26]1[NH:17][C:15](=[O:16])[C:3]2[CH:4]=[N:5][N:6]([C:7]3[CH:12]=[CH:11][CH:10]=[C:9]([CH3:13])[C:8]=3[CH3:14])[C:2]=2[N:1]=1, predict the reactants needed to synthesize it. The reactants are: [NH2:1][C:2]1[N:6]([C:7]2[CH:12]=[CH:11][CH:10]=[C:9]([CH3:13])[C:8]=2[CH3:14])[N:5]=[CH:4][C:3]=1[C:15]([NH2:17])=[O:16].[Cl:18][C:19]1[CH:20]=[C:21]([CH2:25][C:26](OC)=O)[CH:22]=[CH:23][CH:24]=1.[H-].[Na+].Cl.[Cl-].[Na+]. (6) Given the product [F:26][C:24]1[CH:25]=[C:16]2[O:15][CH2:14][CH:13]([CH2:12][N:28]3[CH2:29][CH:30]=[C:31]([C:34]4[C:42]5[C:37](=[CH:38][CH:39]=[CH:40][CH:41]=5)[NH:36][CH:35]=4)[CH2:32][CH2:33]3)[O:27][C:17]2=[C:18]2[C:23]=1[N:22]=[CH:21][CH:20]=[CH:19]2, predict the reactants needed to synthesize it. The reactants are: CC1C=CC(S(O[CH2:12][C@@H:13]2[O:27][C:17]3=[C:18]4[C:23](=[C:24]([F:26])[CH:25]=[C:16]3[O:15][CH2:14]2)[N:22]=[CH:21][CH:20]=[CH:19]4)(=O)=O)=CC=1.[NH:28]1[CH2:33][CH:32]=[C:31]([C:34]2[C:42]3[C:37](=[CH:38][CH:39]=[CH:40][CH:41]=3)[NH:36][CH:35]=2)[CH2:30][CH2:29]1. (7) Given the product [F:1][C:2]([F:22])([F:23])[C:3]1[CH:8]=[CH:7][C:6]([C:9](=[O:21])[C:10]([C:11]2[CH:16]=[CH:15][C:14]([C:17]([F:20])([F:18])[F:19])=[CH:13][CH:12]=2)=[O:27])=[CH:5][CH:4]=1, predict the reactants needed to synthesize it. The reactants are: [F:1][C:2]([F:23])([F:22])[C:3]1[CH:8]=[CH:7][C:6]([C:9](=[O:21])[CH2:10][C:11]2[CH:16]=[CH:15][C:14]([C:17]([F:20])([F:19])[F:18])=[CH:13][CH:12]=2)=[CH:5][CH:4]=1.C1C(=O)N(Br)C(=[O:27])C1. (8) Given the product [CH:1]1([NH:6][C:7]([C:9]2[CH:14]=[CH:13][C:12]([C:19]3[CH:20]=[CH:21][C:22]([O:25][CH2:26][CH:27]4[CH2:28][CH2:29][N:30]([C:33]([O:35][CH:36]([CH3:38])[CH3:37])=[O:34])[CH2:31][CH2:32]4)=[CH:23][CH:24]=3)=[CH:11][CH:10]=2)=[O:8])[CH2:5][CH2:4][CH2:3][CH2:2]1, predict the reactants needed to synthesize it. The reactants are: [CH:1]1([NH:6][C:7]([C:9]2[CH:14]=[CH:13][C:12](B(O)O)=[CH:11][CH:10]=2)=[O:8])[CH2:5][CH2:4][CH2:3][CH2:2]1.Br[C:19]1[CH:24]=[CH:23][C:22]([O:25][CH2:26][CH:27]2[CH2:32][CH2:31][N:30]([C:33]([O:35][CH:36]([CH3:38])[CH3:37])=[O:34])[CH2:29][CH2:28]2)=[CH:21][CH:20]=1. (9) Given the product [Cl:1][C:2]1[CH:7]=[CH:6][CH:5]=[C:4]([Cl:8])[C:3]=1[C:9]1[CH:18]=[CH:17][C:16]2[C:11](=[CH:12][CH:13]=[C:14]([CH2:19][CH:20]([OH:25])[C:21]([O:23][CH3:24])=[O:22])[CH:15]=2)[N:10]=1, predict the reactants needed to synthesize it. The reactants are: [Cl:1][C:2]1[CH:7]=[CH:6][CH:5]=[C:4]([Cl:8])[C:3]=1[C:9]1[CH:18]=[CH:17][C:16]2[C:11](=[CH:12][CH:13]=[C:14]([CH:19]=[C:20]([OH:25])[C:21]([O:23][CH3:24])=[O:22])[CH:15]=2)[N:10]=1.[BH4-].[Na+].C([O-])(O)=O.[Na+].[OH-].[Na+].